From a dataset of Full USPTO retrosynthesis dataset with 1.9M reactions from patents (1976-2016). Predict the reactants needed to synthesize the given product. (1) Given the product [F:51][C:50]([F:53])([F:52])[S:47]([O:20][C:17]1[CH:18]=[CH:19][C:14]([CH2:13][C@H:12]([NH:21][C:22]([O:23][CH2:24][C:25]2[CH:26]=[CH:27][CH:28]=[CH:29][CH:30]=2)=[O:31])[C@@H:11]([OH:32])[CH2:10][C@@H:9]([NH:8][C:6]([O:5][C:1]([CH3:4])([CH3:2])[CH3:3])=[O:7])[CH2:33][C:34]2[CH:39]=[CH:38][CH:37]=[CH:36][CH:35]=2)=[CH:15][CH:16]=1)(=[O:49])=[O:48], predict the reactants needed to synthesize it. The reactants are: [C:1]([O:5][C:6]([NH:8][C@@H:9]([CH2:33][C:34]1[CH:39]=[CH:38][CH:37]=[CH:36][CH:35]=1)[CH2:10][C@H:11]([OH:32])[C@@H:12]([NH:21][C:22](=[O:31])[O:23][CH2:24][C:25]1[CH:30]=[CH:29][CH:28]=[CH:27][CH:26]=1)[CH2:13][C:14]1[CH:19]=[CH:18][C:17]([OH:20])=[CH:16][CH:15]=1)=[O:7])([CH3:4])([CH3:3])[CH3:2].C1C=CC(N([S:47]([C:50]([F:53])([F:52])[F:51])(=[O:49])=[O:48])[S:47]([C:50]([F:53])([F:52])[F:51])(=[O:49])=[O:48])=CC=1. (2) Given the product [C:8]1([C:7]2[CH:6]=[C:5]([C:14]3[CH:19]=[CH:18][CH:17]=[CH:16][CH:15]=3)[N:4]=[N:3][C:2]=2[N:29]2[CH2:30][CH2:31][N:26]([C:21]3[N:20]=[CH:25][CH:24]=[CH:23][N:22]=3)[CH2:27][CH2:28]2)[CH:13]=[CH:12][CH:11]=[CH:10][CH:9]=1.[CH4:32], predict the reactants needed to synthesize it. The reactants are: Cl[C:2]1[N:3]=[N:4][C:5]([C:14]2[CH:19]=[CH:18][CH:17]=[CH:16][CH:15]=2)=[CH:6][C:7]=1[C:8]1[CH:13]=[CH:12][CH:11]=[CH:10][CH:9]=1.[N:20]1[CH:25]=[CH:24][CH:23]=[N:22][C:21]=1[N:26]1[CH2:31][CH2:30][NH:29][CH2:28][CH2:27]1.[CH3:32]CCCC.CCOC(C)=O. (3) Given the product [CH2:12]([O:14][C:15]([C:17]1[CH:18]=[N:19][N:20]([C:23]2[CH:24]=[CH:25][C:26]([Br:29])=[CH:27][CH:28]=2)[C:21]=1[NH:22][S:33]([CH:30]([CH3:32])[CH3:31])(=[O:35])=[O:34])=[O:16])[CH3:13], predict the reactants needed to synthesize it. The reactants are: C1CCN2C(=NCCC2)CC1.[CH2:12]([O:14][C:15]([C:17]1[CH:18]=[N:19][N:20]([C:23]2[CH:28]=[CH:27][C:26]([Br:29])=[CH:25][CH:24]=2)[C:21]=1[NH2:22])=[O:16])[CH3:13].[CH:30]([S:33](Cl)(=[O:35])=[O:34])([CH3:32])[CH3:31].Cl. (4) Given the product [O:1]=[C:2]1[CH:10]([C:11]2[C:16]3=[C:17]([CH3:23])[C:18]([C:20]([NH:57][CH2:58][CH2:59][CH2:60][N:61]4[CH2:65][CH2:64][CH2:63][CH2:62]4)=[O:21])=[CH:19][N:15]3[N:14]=[CH:13][N:12]=2)[C:9]2[C:4](=[CH:5][CH:6]=[CH:7][CH:8]=2)[NH:3]1, predict the reactants needed to synthesize it. The reactants are: [O:1]=[C:2]1[CH:10]([C:11]2[C:16]3=[C:17]([CH3:23])[C:18]([C:20](O)=[O:21])=[CH:19][N:15]3[N:14]=[CH:13][N:12]=2)[C:9]2[C:4](=[CH:5][CH:6]=[CH:7][CH:8]=2)[NH:3]1.C1CN([P+](Br)(N2CCCC2)N2CCCC2)CC1.F[P-](F)(F)(F)(F)F.C(N(C(C)C)CC)(C)C.[NH2:57][CH2:58][CH2:59][CH2:60][N:61]1[CH2:65][CH2:64][CH2:63][CH2:62]1.Cl. (5) Given the product [CH2:3]([O:5][C:6]1[CH:11]=[C:10]([CH2:12][N:13]2[CH2:16][C:15]3([CH2:20][C:19]([N:21]4[CH2:26][CH2:25][C:24]([CH2:32][CH3:33])([C:27]([OH:29])=[O:28])[CH2:23][CH2:22]4)=[N:18][O:17]3)[CH2:14]2)[CH:9]=[C:8]([O:34][CH2:35][CH3:36])[C:7]=1[C:37]1[CH:42]=[CH:41][C:40]([F:43])=[CH:39][CH:38]=1)[CH3:4], predict the reactants needed to synthesize it. The reactants are: [OH-].[Na+].[CH2:3]([O:5][C:6]1[CH:11]=[C:10]([CH2:12][N:13]2[CH2:16][C:15]3([CH2:20][C:19]([N:21]4[CH2:26][CH2:25][C:24]([CH2:32][CH3:33])([C:27]([O:29]CC)=[O:28])[CH2:23][CH2:22]4)=[N:18][O:17]3)[CH2:14]2)[CH:9]=[C:8]([O:34][CH2:35][CH3:36])[C:7]=1[C:37]1[CH:42]=[CH:41][C:40]([F:43])=[CH:39][CH:38]=1)[CH3:4].Cl.